From a dataset of Reaction yield outcomes from USPTO patents with 853,638 reactions. Predict the reaction yield, written as a fraction of the theoretical maximum amount of product (1.0 means a 100% yield; for example, 0.34 means a 34% yield). (1) The reactants are Br[C:2]1[C:7]([CH3:8])=[CH:6][C:5]([Br:9])=[CH:4][N:3]=1.[CH3:10][O:11][C:12]1[CH:13]=[C:14](B(O)O)[CH:15]=[CH:16][CH:17]=1. No catalyst specified. The product is [Br:9][C:5]1[CH:6]=[C:7]([CH3:8])[C:2]([C:16]2[CH:15]=[CH:14][CH:13]=[C:12]([O:11][CH3:10])[CH:17]=2)=[N:3][CH:4]=1. The yield is 0.230. (2) The reactants are [Br:1][CH2:2][CH2:3][OH:4].[C:5]([Si:9](Cl)([CH3:11])[CH3:10])([CH3:8])([CH3:7])[CH3:6].N1C=CN=C1. The catalyst is ClCCl. The product is [Br:1][CH2:2][CH2:3][O:4][Si:9]([C:5]([CH3:8])([CH3:7])[CH3:6])([CH3:11])[CH3:10]. The yield is 0.420.